This data is from Catalyst prediction with 721,799 reactions and 888 catalyst types from USPTO. The task is: Predict which catalyst facilitates the given reaction. Reactant: [C:1]([O:5][C:6](=[O:21])[N:7]([CH2:18][CH2:19][OH:20])[CH2:8][C:9]1[CH:10]=[CH:11][CH:12]=[C:13]2[C:17]=1[NH:16][CH:15]=[CH:14]2)([CH3:4])([CH3:3])[CH3:2].C(N(CC)CC)C.[S:29](Cl)([CH3:32])(=[O:31])=[O:30]. Product: [CH3:32][S:29]([O:20][CH2:19][CH2:18][N:7]([C:6]([O:5][C:1]([CH3:4])([CH3:2])[CH3:3])=[O:21])[CH2:8][C:9]1[CH:10]=[CH:11][CH:12]=[C:13]2[C:17]=1[NH:16][CH:15]=[CH:14]2)(=[O:31])=[O:30]. The catalyst class is: 4.